Dataset: Full USPTO retrosynthesis dataset with 1.9M reactions from patents (1976-2016). Task: Predict the reactants needed to synthesize the given product. (1) The reactants are: [OH2:1].[OH:1]N1[C:6]2[CH:11]=[CH:10][CH:10]=[CH:11][C:6]=2N=N1.[CH:12]([N:15](CC)[CH:16]([CH3:18])C)(C)[CH3:13].[F:21][C:22]1[CH:27]=[CH:26][CH:25]=[CH:24][C:23]=1[C:28]1[CH:29]=[N:30][C:31]([N:34]2[C:42]3[C:37](=[CH:38][CH:39]=[C:40]([C:43]([OH:45])=O)[CH:41]=3)[C:36](S(C)=O)=[CH:35]2)=[N:32][CH:33]=1. Given the product [CH:10]1([C:36]2[C:37]3[C:42](=[CH:41][C:40]([C:43]([N:15]4[CH2:16][CH2:18][O:1][CH2:13][CH2:12]4)=[O:45])=[CH:39][CH:38]=3)[N:34]([C:31]3[N:32]=[CH:33][C:28]([C:23]4[CH:24]=[CH:25][CH:26]=[CH:27][C:22]=4[F:21])=[CH:29][N:30]=3)[CH:35]=2)[CH2:11][CH2:6]1, predict the reactants needed to synthesize it. (2) The reactants are: C(OC([N:8]1[C@@H:12]([CH2:13][CH2:14][C:15]2[CH:20]=[CH:19][C:18]([N:21]([C:23](=[O:31])[C:24]3[CH:29]=[CH:28][C:27]([Cl:30])=[CH:26][CH:25]=3)[CH3:22])=[CH:17][CH:16]=2)[CH2:11][O:10]C1(C)C)=O)(C)(C)C.O.FC(F)(F)C(O)=O.[OH-].[Na+]. Given the product [NH2:8][C@H:12]([CH2:11][OH:10])[CH2:13][CH2:14][C:15]1[CH:16]=[CH:17][C:18]([N:21]([CH3:22])[C:23](=[O:31])[C:24]2[CH:29]=[CH:28][C:27]([Cl:30])=[CH:26][CH:25]=2)=[CH:19][CH:20]=1, predict the reactants needed to synthesize it.